This data is from NCI-60 drug combinations with 297,098 pairs across 59 cell lines. The task is: Regression. Given two drug SMILES strings and cell line genomic features, predict the synergy score measuring deviation from expected non-interaction effect. Drug 1: CCCCCOC(=O)NC1=NC(=O)N(C=C1F)C2C(C(C(O2)C)O)O. Drug 2: CCC1(C2=C(COC1=O)C(=O)N3CC4=CC5=C(C=CC(=C5CN(C)C)O)N=C4C3=C2)O.Cl. Cell line: MDA-MB-231. Synergy scores: CSS=10.5, Synergy_ZIP=-2.59, Synergy_Bliss=-1.82, Synergy_Loewe=-11.9, Synergy_HSA=-1.76.